The task is: Predict the reaction yield, written as a fraction of the theoretical maximum amount of product (1.0 means a 100% yield; for example, 0.34 means a 34% yield).. This data is from Reaction yield outcomes from USPTO patents with 853,638 reactions. (1) The reactants are [OH:1][C@H:2]([C:23]1[CH:28]=[CH:27][CH:26]=[CH:25][CH:24]=1)[CH2:3][CH2:4][N:5]1[CH2:10][CH2:9][CH:8]([C:11]2[CH:12]=[C:13]([NH:17][C:18](=[O:22])[CH:19]([CH3:21])[CH3:20])[CH:14]=[CH:15][CH:16]=2)[CH2:7][CH2:6]1.[Cl:29][C:30]1[CH:31]=[C:32](O)[CH:33]=[CH:34][C:35]=1[Cl:36].C1(P(C2C=CC=CC=2)C2C=CC=CC=2)C=CC=CC=1.N(C(OCC)=O)=NC(OCC)=O.N. The catalyst is C1COCC1.C(Cl)(Cl)Cl. The product is [Cl:29][C:30]1[CH:31]=[C:32]([CH:33]=[CH:34][C:35]=1[Cl:36])[O:1][C@@H:2]([C:23]1[CH:24]=[CH:25][CH:26]=[CH:27][CH:28]=1)[CH2:3][CH2:4][N:5]1[CH2:10][CH2:9][CH:8]([C:11]2[CH:12]=[C:13]([NH:17][C:18](=[O:22])[CH:19]([CH3:21])[CH3:20])[CH:14]=[CH:15][CH:16]=2)[CH2:7][CH2:6]1. The yield is 0.397. (2) The reactants are [F:1][C:2]1[C:3](Br)=[C:4](Br)[CH:5]=[CH:6][C:7]=1[F:8].[O:11]1[CH:15]=[CH:14][CH:13]=[CH:12]1.[Li]CCCC. The catalyst is CCOCC. The product is [F:1][C:2]1[CH:3]=[C:4]2[C:5](=[CH:6][C:7]=1[F:8])[CH:15]1[O:11][CH:12]2[CH:13]=[CH:14]1. The yield is 0.700. (3) The reactants are [Cl:1][C:2]([Cl:28])([Cl:27])[CH2:3][O:4][C:5]([C@@H:7]1[CH2:12][CH2:11][CH2:10][N:9]([C:13]([O:15]C(C)(C)C)=O)[N:8]1C(OC(C)(C)C)=O)=[O:6].FC(F)(F)C(O)=O.[C:36]([O:40][C:41]([NH:43][C@@H:44]([CH2:48][O:49][Si:50]([C:63]([CH3:66])([CH3:65])[CH3:64])([C:57]1[CH:62]=[CH:61][CH:60]=[CH:59][CH:58]=1)[C:51]1[CH:56]=[CH:55][CH:54]=[CH:53][CH:52]=1)C(O)=O)=[O:42])([CH3:39])([CH3:38])[CH3:37].C(N(CC)C(C)C)(C)C. The catalyst is ClCCl.C(#N)C. The product is [Cl:28][C:2]([Cl:1])([Cl:27])[CH2:3][O:4][C:5]([C@@H:7]1[CH2:12][CH2:11][CH2:10][N:9]([C:13](=[O:15])[C@@H:44]([NH:43][C:41]([O:40][C:36]([CH3:39])([CH3:38])[CH3:37])=[O:42])[CH2:48][O:49][Si:50]([C:63]([CH3:66])([CH3:65])[CH3:64])([C:57]2[CH:58]=[CH:59][CH:60]=[CH:61][CH:62]=2)[C:51]2[CH:56]=[CH:55][CH:54]=[CH:53][CH:52]=2)[NH:8]1)=[O:6]. The yield is 0.490. (4) The reactants are C(N(CC)CC)C.[CH2:8]([O:15][CH2:16][CH:17]([OH:27])[CH2:18][O:19][CH2:20][C:21]1[CH:26]=[CH:25][CH:24]=[CH:23][CH:22]=1)[C:9]1[CH:14]=[CH:13][CH:12]=[CH:11][CH:10]=1. The catalyst is CS(C)=O. The product is [CH2:8]([O:15][CH2:16][C:17](=[O:27])[CH2:18][O:19][CH2:20][C:21]1[CH:26]=[CH:25][CH:24]=[CH:23][CH:22]=1)[C:9]1[CH:10]=[CH:11][CH:12]=[CH:13][CH:14]=1. The yield is 0.758. (5) The reactants are [Cl:1][C:2]1[CH:7]=[CH:6][N:5]=[C:4]2[CH:8]=[CH:9][S:10][C:3]=12.[Li]CCCC.[CH2:16]([N:18]1[C:22]([CH3:23])=[C:21](I)[N:20]=[CH:19]1)[CH3:17]. The catalyst is C1COCC1.[Cl-].[Cl-].[Zn+2].C1C=CC([P]([Pd]([P](C2C=CC=CC=2)(C2C=CC=CC=2)C2C=CC=CC=2)([P](C2C=CC=CC=2)(C2C=CC=CC=2)C2C=CC=CC=2)[P](C2C=CC=CC=2)(C2C=CC=CC=2)C2C=CC=CC=2)(C2C=CC=CC=2)C2C=CC=CC=2)=CC=1. The product is [Cl:1][C:2]1[CH:7]=[CH:6][N:5]=[C:4]2[CH:8]=[C:9]([C:21]3[N:20]=[CH:19][N:18]([CH2:16][CH3:17])[C:22]=3[CH3:23])[S:10][C:3]=12. The yield is 1.00. (6) The reactants are [OH:1][CH2:2][C:3]([CH2:8][OH:9])([CH2:6][OH:7])[CH2:4][OH:5].[C:10]1([CH3:20])[CH:15]=[CH:14][C:13]([S:16](Cl)(=[O:18])=[O:17])=[CH:12][CH:11]=1.Cl. The catalyst is N1C=CC=CC=1. The product is [S:16]([O:1][CH2:2][C:3]([CH2:8][O:9][S:16]([C:13]1[CH:14]=[CH:15][C:10]([CH3:20])=[CH:11][CH:12]=1)(=[O:18])=[O:17])([CH2:6][O:7][S:16]([C:13]1[CH:14]=[CH:15][C:10]([CH3:20])=[CH:11][CH:12]=1)(=[O:18])=[O:17])[CH2:4][O:5][S:16]([C:13]1[CH:14]=[CH:15][C:10]([CH3:20])=[CH:11][CH:12]=1)(=[O:18])=[O:17])([C:13]1[CH:14]=[CH:15][C:10]([CH3:20])=[CH:11][CH:12]=1)(=[O:18])=[O:17]. The yield is 0.910.